The task is: Predict the reactants needed to synthesize the given product.. This data is from Full USPTO retrosynthesis dataset with 1.9M reactions from patents (1976-2016). Given the product [Cl:1][C:2]1[CH:3]=[CH:4][C:5]([CH2:6][N:7]([CH2:8][C:9]2[CH:14]=[CH:13][C:12]([CH:15]([CH3:17])[CH3:16])=[CH:11][CH:10]=2)[C:31](=[O:32])[CH2:30][O:29][C:28]2[CH:27]=[CH:26][C:25]([CH2:24][C@H:23]([O:22][CH2:20][CH3:21])[C:36]([O:38][CH2:39][CH3:40])=[O:37])=[CH:35][CH:34]=2)=[CH:18][CH:19]=1, predict the reactants needed to synthesize it. The reactants are: [Cl:1][C:2]1[CH:19]=[CH:18][C:5]([CH2:6][NH:7][CH2:8][C:9]2[CH:14]=[CH:13][C:12]([CH:15]([CH3:17])[CH3:16])=[CH:11][CH:10]=2)=[CH:4][CH:3]=1.[CH2:20]([O:22][C@H:23]([C:36]([O:38][CH2:39][CH3:40])=[O:37])[CH2:24][C:25]1[CH:35]=[CH:34][C:28]([O:29][CH2:30][C:31](O)=[O:32])=[CH:27][CH:26]=1)[CH3:21].C(N(CC)C(C)C)(C)C.Cl.C([O-])(O)=O.[Na+].